From a dataset of Forward reaction prediction with 1.9M reactions from USPTO patents (1976-2016). Predict the product of the given reaction. Given the reactants [C:1]([O:5][C:6]([CH2:8][CH2:9][N:10]([CH2:34][C:35]1[CH:43]=[CH:42][C:38]([C:39]([OH:41])=[O:40])=[CH:37][CH:36]=1)[C:11](=[O:33])[CH2:12][CH2:13][CH2:14][CH2:15][CH2:16][CH2:17][CH2:18][CH2:19][CH2:20][CH2:21][CH2:22][CH2:23][CH2:24][CH2:25][C:26]([O:28][C:29]([CH3:32])([CH3:31])[CH3:30])=[O:27])=[O:7])([CH3:4])([CH3:3])[CH3:2].C(N(C(C)C)CC)(C)C.[B-](F)(F)(F)F.CN(C(O[N:66]1[C:71](=[O:72])[CH2:70][CH2:69][C:67]1=[O:68])=[N+](C)C)C, predict the reaction product. The product is: [O:68]=[C:67]1[CH2:69][CH2:70][C:71](=[O:72])[N:66]1[O:40][C:39](=[O:41])[C:38]1[CH:37]=[CH:36][C:35]([CH2:34][N:10]([CH2:9][CH2:8][C:6]([O:5][C:1]([CH3:2])([CH3:3])[CH3:4])=[O:7])[C:11](=[O:33])[CH2:12][CH2:13][CH2:14][CH2:15][CH2:16][CH2:17][CH2:18][CH2:19][CH2:20][CH2:21][CH2:22][CH2:23][CH2:24][CH2:25][C:26]([O:28][C:29]([CH3:30])([CH3:31])[CH3:32])=[O:27])=[CH:43][CH:42]=1.